From a dataset of Catalyst prediction with 721,799 reactions and 888 catalyst types from USPTO. Predict which catalyst facilitates the given reaction. (1) Reactant: [CH3:1][C:2]1[C:10]([N+:11]([O-:13])=[O:12])=[CH:9][C:5]([C:6]([OH:8])=[O:7])=[CH:4][C:3]=1[N+:14]([O-])=O.S.[Na].O.Cl. Product: [NH2:14][C:3]1[CH:4]=[C:5]([CH:9]=[C:10]([N+:11]([O-:13])=[O:12])[C:2]=1[CH3:1])[C:6]([OH:8])=[O:7]. The catalyst class is: 5. (2) Reactant: [C:1]([C:3]1[CH:4]=[C:5]([C:13]2[O:17][N:16]=[C:15]([C:18]3[CH:32]=[CH:31][C:21]4[CH2:22][CH2:23][N:24]([CH2:27][C:28]([OH:30])=O)[CH2:25][CH2:26][C:20]=4[CH:19]=3)[N:14]=2)[CH:6]=[CH:7][C:8]=1[O:9][CH:10]([CH3:12])[CH3:11])#[N:2].C(Cl)CCl.C(N1CCOCC1)C.C1C=CC2N(O)N=NC=2C=1.[CH3:55][C:56]([Si:59]([CH3:66])([CH3:65])[O:60][CH2:61][C@H:62]([NH2:64])[CH3:63])([CH3:58])[CH3:57]. Product: [C:1]([C:3]1[CH:4]=[C:5]([C:13]2[O:17][N:16]=[C:15]([C:18]3[CH:32]=[CH:31][C:21]4[CH2:22][CH2:23][N:24]([CH2:27][C:28]([NH:64][C@H:62]([CH3:63])[CH2:61][O:60][Si:59]([C:56]([CH3:58])([CH3:57])[CH3:55])([CH3:65])[CH3:66])=[O:30])[CH2:25][CH2:26][C:20]=4[CH:19]=3)[N:14]=2)[CH:6]=[CH:7][C:8]=1[O:9][CH:10]([CH3:12])[CH3:11])#[N:2]. The catalyst class is: 3. (3) Reactant: [CH3:1][O:2][C:3](=[O:27])[CH2:4][C:5]1[CH:6]=[C:7]([C:13]2[CH:18]=[CH:17][C:16]([C:19]([F:22])([F:21])[F:20])=[CH:15][C:14]=2[CH2:23][NH:24][CH2:25][CH3:26])[C:8]([O:11][CH3:12])=[CH:9][CH:10]=1.C(N(C(C)C)CC)(C)C.Cl[C:38]([O:40][CH2:41][C:42]1[CH:47]=[C:46]([Cl:48])[CH:45]=[C:44]([Cl:49])[CH:43]=1)=[O:39]. Product: [CH3:1][O:2][C:3](=[O:27])[CH2:4][C:5]1[CH:6]=[C:7]([C:13]2[CH:18]=[CH:17][C:16]([C:19]([F:21])([F:20])[F:22])=[CH:15][C:14]=2[CH2:23][N:24]([C:38]([O:40][CH2:41][C:42]2[CH:43]=[C:44]([Cl:49])[CH:45]=[C:46]([Cl:48])[CH:47]=2)=[O:39])[CH2:25][CH3:26])[C:8]([O:11][CH3:12])=[CH:9][CH:10]=1. The catalyst class is: 34. (4) Reactant: [NH:1]1[C:9]2[C:4](=[N:5][C:6]([C:10]#[N:11])=[CH:7][CH:8]=2)[CH:3]=[CH:2]1.[OH-].[K+].[I:14]I.OS([O-])=O.[Na+].[OH-].[NH4+]. Product: [I:14][C:3]1[C:4]2=[N:5][C:6]([C:10]#[N:11])=[CH:7][CH:8]=[C:9]2[NH:1][CH:2]=1. The catalyst class is: 136. (5) Reactant: [NH:1]1[C:9]2[C:4](=[CH:5][CH:6]=[CH:7][CH:8]=2)[C:3]([CH:10]2[CH2:15][CH2:14][C:13](=O)[CH2:12][CH2:11]2)=[CH:2]1.[NH:17]1[C:25]2[C:20](=[C:21]([N:26]3[CH2:31][CH2:30][NH:29][CH2:28][CH2:27]3)[CH:22]=[CH:23][CH:24]=2)[CH:19]=[CH:18]1.C(O[BH-](OC(=O)C)OC(=O)C)(=O)C.[Na+].C(O)(=O)C. Product: [NH:17]1[C:25]2[C:20](=[C:21]([N:26]3[CH2:31][CH2:30][N:29]([C@@H:13]4[CH2:14][CH2:15][C@H:10]([C:3]5[C:4]6[C:9](=[CH:8][CH:7]=[CH:6][CH:5]=6)[NH:1][CH:2]=5)[CH2:11][CH2:12]4)[CH2:28][CH2:27]3)[CH:22]=[CH:23][CH:24]=2)[CH:19]=[CH:18]1. The catalyst class is: 26. (6) The catalyst class is: 130. Reactant: [F:1][C:2]1[CH:9]=[CH:8][C:5]([CH2:6][NH2:7])=[CH:4][CH:3]=1.O=[C:11]1[CH2:16][CH2:15][N:14]([C:17]([O:19][CH2:20][C:21]2[CH:26]=[CH:25][CH:24]=[CH:23][CH:22]=2)=[O:18])[CH2:13][CH2:12]1.C([BH3-])#N.[Na+]. Product: [CH2:20]([O:19][C:17]([N:14]1[CH2:15][CH2:16][CH:11]([NH:7][CH2:6][C:5]2[CH:8]=[CH:9][C:2]([F:1])=[CH:3][CH:4]=2)[CH2:12][CH2:13]1)=[O:18])[C:21]1[CH:22]=[CH:23][CH:24]=[CH:25][CH:26]=1. (7) Reactant: [NH2:1][C:2]1[N:3]=[C:4]([N:10]2[CH2:15][CH2:14][O:13][CH2:12][CH2:11]2)[S:5][C:6]=1[C:7]([NH2:9])=[O:8].Cl[CH2:17][CH2:18][CH2:19][C:20](=O)[CH3:21].O.C1(C)C=CC(S(O)(=O)=O)=CC=1. Product: [CH3:17][C:18]12[CH2:19][CH2:20][CH2:21][N:1]1[C:2]1[N:3]=[C:4]([N:10]3[CH2:15][CH2:14][O:13][CH2:12][CH2:11]3)[S:5][C:6]=1[C:7](=[O:8])[NH:9]2. The catalyst class is: 26.